From a dataset of Forward reaction prediction with 1.9M reactions from USPTO patents (1976-2016). Predict the product of the given reaction. (1) The product is: [CH:1]1([NH:8][C:9]2[S:10][CH:13]([CH2:17][CH3:18])[C:14](=[O:15])[N:11]=2)[CH2:7][CH2:6][CH2:5][CH2:4][CH2:3][CH2:2]1. Given the reactants [CH:1]1([NH:8][C:9]([NH2:11])=[S:10])[CH2:7][CH2:6][CH2:5][CH2:4][CH2:3][CH2:2]1.Br[CH:13]([CH2:17][CH3:18])[C:14](O)=[O:15], predict the reaction product. (2) Given the reactants [C:9](O[C:9]([O:11][C:12]([CH3:15])([CH3:14])[CH3:13])=[O:10])([O:11][C:12]([CH3:15])([CH3:14])[CH3:13])=[O:10].C(=O)([O-])O.[Na+].Cl.[NH2:22][C@@H:23]([CH2:28][C:29]1[CH:34]=[CH:33][CH:32]=[CH:31][CH:30]=1)[C:24](=[O:27])[CH2:25][Cl:26], predict the reaction product. The product is: [C:12]([O:11][C:9]([NH:22][C@@H:23]([CH2:28][C:29]1[CH:34]=[CH:33][CH:32]=[CH:31][CH:30]=1)[C:24](=[O:27])[CH2:25][Cl:26])=[O:10])([CH3:13])([CH3:14])[CH3:15]. (3) Given the reactants [F:1][C:2]1[C:7]2[C:8](F)=[C:9]([NH:15]N=C(C(C)C)C)[C:10]([F:14])=[C:11]([F:13])C[C:6]=2[C:5]([F:23])=[C:4]([F:24])[C:3]=1[F:25].[CH2:28]1[C:35]2[C:30](=[CH:31][CH:31]=[CH:30][CH:35]=2)[CH2:29][CH2:28][CH2:29]1, predict the reaction product. The product is: [F:14][C:10]1[C:9]2[N:15]=[C:29]([CH3:28])[C:30]([CH3:35])([CH3:31])[C:8]=2[C:7]2[C:2]([F:1])=[C:3]([F:25])[C:4]([F:24])=[C:5]([F:23])[C:6]=2[C:11]=1[F:13]. (4) The product is: [NH2:13][C:14]1[CH:15]=[C:16]([C:17]([O:19][CH3:20])=[O:18])[CH:21]=[CH:22][C:23]=1[NH:24][C:4]1[CH:3]=[C:2]([Cl:1])[CH:11]=[CH:10][C:5]=1[C:6]([O:8][CH3:9])=[O:7]. Given the reactants [Cl:1][C:2]1[CH:11]=[CH:10][C:5]([C:6]([O:8][CH3:9])=[O:7])=[C:4](I)[CH:3]=1.[NH2:13][C:14]1[CH:15]=[C:16]([CH:21]=[CH:22][C:23]=1[NH2:24])[C:17]([O:19][CH3:20])=[O:18].C([O-])([O-])=O.[K+].[K+], predict the reaction product. (5) Given the reactants Br[C:2]1[CH:7]=[C:6]([O:8]C)[C:5](OC)=[C:4]([N+]([O-])=O)[C:3]=1Br.C([C:18]1[CH:23]=CC(B(O)O)=CC=1)#N.C([O-])([O-])=[O:28].[Na+].[Na+], predict the reaction product. The product is: [CH3:5][CH2:6][O:8][C:18]([CH3:23])=[O:28].[CH3:6][CH2:7][CH2:2][CH2:3][CH2:4][CH3:5]. (6) Given the reactants [C:1](=[O:4])([O-])[O-:2].[K+].[K+].Br[CH2:8][CH2:9][CH2:10][CH2:11][N:12]1[C:16](=[O:17])[C:15]2=[CH:18][CH:19]=[CH:20][CH:21]=[C:14]2[C:13]1=[O:22].[C:23](#[N:25])[CH3:24], predict the reaction product. The product is: [NH2:25][CH2:13][CH:14]1[CH2:21][CH2:20][N:12]([C:1]([OH:2])=[O:4])[CH2:16][CH2:15]1.[CH3:13][C:14]([CH3:15])([O:2][C:1]([N:25]1[CH2:8][CH2:9][CH:10]([CH2:11][NH:12][CH2:8][CH2:9][CH2:10][CH2:11][N:12]2[C:16](=[O:17])[C:15]3=[CH:18][CH:19]=[CH:20][CH:21]=[C:14]3[C:13]2=[O:22])[CH2:24][CH2:23]1)=[O:4])[CH3:21]. (7) The product is: [C:1]([NH:4][C:5]1[CH:17]=[C:16]2[C:8]([C:9]3[C:14]([CH2:18][CH2:19][CH2:20][CH3:21])([CH2:15]2)[CH2:13][CH2:12][C:11](=[O:22])[C:10]=3[Br:24])=[CH:7][C:6]=1[F:23])(=[O:3])[CH3:2]. Given the reactants [C:1]([NH:4][C:5]1[CH:17]=[C:16]2[C:8]([C:9]3[C:14]([CH2:18][CH2:19][CH2:20][CH3:21])([CH2:15]2)[CH2:13][CH2:12][C:11](=[O:22])[CH:10]=3)=[CH:7][C:6]=1[F:23])(=[O:3])[CH3:2].[Br:24]N1C(=O)CCC1=O, predict the reaction product. (8) Given the reactants Br[C:2]1[CH:7]=[CH:6][C:5]([C@H:8]2[C@H:13]([C:14]3[CH:15]=[N:16][CH:17]=[CH:18][CH:19]=3)[CH2:12][CH2:11][N:10]([C:20]([O:22][C:23]([CH3:26])([CH3:25])[CH3:24])=[O:21])[CH2:9]2)=[C:4]([CH3:27])[CH:3]=1.[CH3:28][O:29][CH2:30][CH2:31][CH2:32][C:33]1[CH:38]=[CH:37][CH:36]=[C:35]([CH3:39])[C:34]=1B(O)O, predict the reaction product. The product is: [CH3:28][O:29][CH2:30][CH2:31][CH2:32][C:33]1[CH:38]=[CH:37][CH:36]=[C:35]([CH3:39])[C:34]=1[C:2]1[CH:7]=[CH:6][C:5]([C@H:8]2[C@H:13]([C:14]3[CH:15]=[N:16][CH:17]=[CH:18][CH:19]=3)[CH2:12][CH2:11][N:10]([C:20]([O:22][C:23]([CH3:25])([CH3:24])[CH3:26])=[O:21])[CH2:9]2)=[C:4]([CH3:27])[CH:3]=1. (9) Given the reactants [CH2:1]([O:8][CH2:9][C@H:10]1[O:15][C:14]2[CH:16]=[C:17]([CH2:20][CH2:21]I)[CH:18]=[CH:19][C:13]=2[O:12][CH2:11]1)[C:2]1[CH:7]=[CH:6][CH:5]=[CH:4][CH:3]=1.[NH2:23][CH2:24][CH:25]([C:27]1[N:32]=[C:31]2[CH2:33][O:34][CH:35]([C:37]3[CH:42]=[CH:41][CH:40]=[CH:39][CH:38]=3)[O:36][C:30]2=[CH:29][CH:28]=1)[OH:26], predict the reaction product. The product is: [CH2:1]([O:8][CH2:9][C@@H:10]1[CH2:11][O:12][C:13]2[CH:19]=[CH:18][C:17]([CH2:20][CH2:21][NH:23][CH2:24][CH:25]([C:27]3[N:32]=[C:31]4[CH2:33][O:34][CH:35]([C:37]5[CH:38]=[CH:39][CH:40]=[CH:41][CH:42]=5)[O:36][C:30]4=[CH:29][CH:28]=3)[OH:26])=[CH:16][C:14]=2[O:15]1)[C:2]1[CH:7]=[CH:6][CH:5]=[CH:4][CH:3]=1.